From a dataset of Full USPTO retrosynthesis dataset with 1.9M reactions from patents (1976-2016). Predict the reactants needed to synthesize the given product. (1) Given the product [OH:8][CH2:9][CH:11]1[N:12]([CH2:30][CH:31]2[CH2:44][C:43]3[C:42]4[C:37](=[CH:38][CH:39]=[C:40]([O:45][CH3:46])[CH:41]=4)[N:36]=[CH:35][C:34]=3[S:33][CH2:32]2)[CH2:13][CH:14]([NH:16][C:17]([C:19]2[CH:20]=[CH:21][C:22]3[S:27][CH2:26][C:25](=[O:28])[NH:24][C:23]=3[CH:29]=2)=[O:18])[CH2:15]1, predict the reactants needed to synthesize it. The reactants are: [H-].[Al+3].[Li+].[H-].[H-].[H-].C[O:8][C:9]([CH:11]1[CH2:15][CH:14]([NH:16][C:17]([C:19]2[CH:20]=[CH:21][C:22]3[S:27][CH2:26][C:25](=[O:28])[NH:24][C:23]=3[CH:29]=2)=[O:18])[CH2:13][N:12]1[CH2:30][CH:31]1[CH2:44][C:43]2[C:42]3[C:37](=[CH:38][CH:39]=[C:40]([O:45][CH3:46])[CH:41]=3)[N:36]=[CH:35][C:34]=2[S:33][CH2:32]1)=O. (2) The reactants are: I[C:2]1[CH:7]=[C:6]([C:8]2[CH:9]=[N:10][C:11]([C:14]([F:17])([F:16])[F:15])=[CH:12][CH:13]=2)[CH:5]=[CH:4][C:3]=1[OH:18].C([Sn](CCCC)(CCCC)[C:24]1[CH:29]=[CH:28][N:27]=[N:26][CH:25]=1)CCC.[F-].[Cs+].C1(P(=O)(C2C=CC=CC=2)C2C=CC=CC=2)C=CC=CC=1. Given the product [N:26]1[CH:25]=[CH:24][C:29]([C:2]2[CH:7]=[C:6]([C:8]3[CH:9]=[N:10][C:11]([C:14]([F:17])([F:16])[F:15])=[CH:12][CH:13]=3)[CH:5]=[CH:4][C:3]=2[OH:18])=[CH:28][N:27]=1, predict the reactants needed to synthesize it. (3) Given the product [Cl:1][C:2]1[CH:3]=[C:4]([NH:9][C:10](=[O:21])[C:11]2[CH:16]=[CH:15][C:14]([CH3:17])=[CH:13][CH:12]=2)[CH:5]=[CH:6][C:7]=1[F:8], predict the reactants needed to synthesize it. The reactants are: [Cl:1][C:2]1[CH:3]=[C:4]([NH:9][C:10](=[O:21])[C:11]2[CH:16]=[CH:15][C:14]([CH3:17])=[C:13]([N+]([O-])=O)[CH:12]=2)[CH:5]=[CH:6][C:7]=1[F:8].C(O)C.[Cl-].[NH4+].C(=O)([O-])[O-].[K+].[K+]. (4) Given the product [CH2:16]([O:15][C:13](=[O:14])[CH2:12][N:5]1[C:18]([C:19]([O:21][CH2:22][CH3:23])=[O:20])=[C:25]([OH:26])[C:24]([OH:30])=[C:6]1[C:7]([O:9][CH2:10][CH3:11])=[O:8])[CH3:17], predict the reactants needed to synthesize it. The reactants are: C(O)C.[Na].[N:5]([CH2:18][C:19]([O:21][CH2:22][CH3:23])=[O:20])([CH2:12][C:13]([O:15][CH2:16][CH3:17])=[O:14])[CH2:6][C:7]([O:9][CH2:10][CH3:11])=[O:8].[C:24](OCC)(=[O:30])[C:25](OCC)=[O:26]. (5) Given the product [N+:1]([C:4]1[CH:9]=[C:8]([CH:29]([OH:32])[CH:19]=[CH:20][CH3:21])[CH:7]=[CH:6][CH:5]=1)([O-:3])=[O:2], predict the reactants needed to synthesize it. The reactants are: [N+:1]([C:4]1[CH:5]=[C:6](/C(/C)=C/C(OCC)=O)[CH:7]=[CH:8][CH:9]=1)([O-:3])=[O:2].[H-].[CH2:19]([Al+]CC(C)C)[CH:20](C)[CH3:21].O.[C:29](=[O:32])([O-])O.[Na+].